Task: Predict the reaction yield, written as a fraction of the theoretical maximum amount of product (1.0 means a 100% yield; for example, 0.34 means a 34% yield).. Dataset: Reaction yield outcomes from USPTO patents with 853,638 reactions (1) The catalyst is CS(C)=O.O. The product is [CH3:18][O:11][CH2:1][CH2:2][CH2:3][CH2:4][CH2:5][CH2:6][CH2:7][CH2:8][CH2:9][OH:10]. The reactants are [CH2:1]([OH:11])[CH2:2][CH2:3][CH2:4][CH2:5][CH2:6][CH2:7][CH2:8][CH2:9][OH:10].[OH-].[Na+].S(OC)(O[CH3:18])(=O)=O. The yield is 0.219. (2) The reactants are [CH3:1][O:2][N:3]([CH3:18])[C:4]1[N:9]=[C:8]([NH:10][CH2:11][CH2:12][CH3:13])[N:7]=[C:6]([NH:14][CH2:15][C:16]#[CH:17])[N:5]=1.[C:19]([OH:26])(=[O:25])/[CH:20]=[CH:21]/[C:22]([OH:24])=[O:23]. The catalyst is C(OCC)(=O)C.C(O)C. The product is [C:19]([OH:26])(=[O:25])/[CH:20]=[CH:21]/[C:22]([OH:24])=[O:23].[CH3:1][O:2][N:3]([CH3:18])[C:4]1[N:5]=[C:6]([NH:14][CH2:15][CH2:16][CH3:17])[N:7]=[C:8]([NH:10][CH2:11][C:12]#[CH:13])[N:9]=1. The yield is 0.710. (3) The reactants are [CH3:1][O:2][C:3]([C:5]1[CH:13]=[C:12]2[C:8]([CH:9]=[CH:10][NH:11]2)=[CH:7][CH:6]=1)=[O:4].[CH3:14][O:15][C:16]1[CH:23]=[CH:22][C:19]([CH2:20]Br)=[CH:18][CH:17]=1.[H-].[Na+]. The catalyst is CN(C=O)C.O.C(OCC)(=O)C. The product is [CH3:1][O:2][C:3]([C:5]1[CH:13]=[C:12]2[C:8]([CH:9]=[CH:10][N:11]2[CH2:20][C:19]2[CH:22]=[CH:23][C:16]([O:15][CH3:14])=[CH:17][CH:18]=2)=[CH:7][CH:6]=1)=[O:4]. The yield is 0.540. (4) The reactants are [C:1]1([CH2:7][CH2:8][CH2:9][CH2:10][CH2:11][O:12][C:13]2[CH:18]=[CH:17][CH:16]=[CH:15][C:14]=2[CH2:19]O)[CH:6]=[CH:5][CH:4]=[CH:3][CH:2]=1.[BrH:21].[C:22]1([PH+:28]([C:35]2[CH:40]=[CH:39][CH:38]=[CH:37][CH:36]=2)[C:29]2[CH:34]=[CH:33][CH:32]=[CH:31][CH:30]=2)[CH:27]=[CH:26][CH:25]=[CH:24][CH:23]=1. The catalyst is C(#N)C. The yield is 0.830. The product is [Br-:21].[C:35]1([P+:28]([C:22]2[CH:23]=[CH:24][CH:25]=[CH:26][CH:27]=2)([C:29]2[CH:34]=[CH:33][CH:32]=[CH:31][CH:30]=2)[CH2:19][C:14]2[CH:15]=[CH:16][CH:17]=[CH:18][C:13]=2[O:12][CH2:11][CH2:10][CH2:9][CH2:8][CH2:7][C:1]2[CH:6]=[CH:5][CH:4]=[CH:3][CH:2]=2)[CH:36]=[CH:37][CH:38]=[CH:39][CH:40]=1.